From a dataset of Catalyst prediction with 721,799 reactions and 888 catalyst types from USPTO. Predict which catalyst facilitates the given reaction. Reactant: [Br:1][C:2]1[C:6]([C:7]#[N:8])=[C:5](Br)[S:4][C:3]=1[C:10]([O:12][CH2:13][CH3:14])=[O:11].C(=O)([O-])[O-].[Cs+].[Cs+].[OH:21][CH2:22][CH:23]1[O:28][CH2:27][CH2:26][NH:25][CH2:24]1.O1CCCC1. Product: [Br:1][C:2]1[C:6]([C:7]#[N:8])=[C:5]([N:25]2[CH2:26][CH2:27][O:28][CH:23]([CH2:22][OH:21])[CH2:24]2)[S:4][C:3]=1[C:10]([O:12][CH2:13][CH3:14])=[O:11]. The catalyst class is: 6.